Dataset: Catalyst prediction with 721,799 reactions and 888 catalyst types from USPTO. Task: Predict which catalyst facilitates the given reaction. (1) The catalyst class is: 18. Product: [NH:5]1[C:13]2[C:8](=[C:9]([NH:14][C:15]([NH:40][CH:35]3[C:36]4[C:32](=[C:31]([N:25]5[CH2:26][CH2:27][CH2:28][CH2:29][CH2:30]5)[CH:39]=[CH:38][CH:37]=4)[CH2:33][CH2:34]3)=[O:17])[CH:10]=[CH:11][CH:12]=2)[CH:7]=[N:6]1. Reactant: COC([N:5]1[C:13]2[C:8](=[C:9]([NH:14][C:15]([O:17]N3C(=O)CCC3=O)=O)[CH:10]=[CH:11][CH:12]=2)[CH:7]=[N:6]1)=O.[N:25]1([C:31]2[CH:39]=[CH:38][CH:37]=[C:36]3[C:32]=2[CH2:33][CH2:34][CH:35]3[NH2:40])[CH2:30][CH2:29][CH2:28][CH2:27][CH2:26]1.CCN(C(C)C)C(C)C.CO. (2) Reactant: [CH2:1]([O:8][C:9]([N:11]1[CH2:17][CH:16]=[CH:15][CH2:14][CH2:13][CH2:12]1)=[O:10])[C:2]1[CH:7]=[CH:6][CH:5]=[CH:4][CH:3]=1.C1C=C(Cl)C=C(C(OO)=[O:26])C=1. Product: [CH2:1]([O:8][C:9]([N:11]1[CH2:12][CH2:13][CH2:14][CH:15]2[CH:16]([O:26]2)[CH2:17]1)=[O:10])[C:2]1[CH:3]=[CH:4][CH:5]=[CH:6][CH:7]=1. The catalyst class is: 2. (3) Reactant: [N+:1]([C:4]1[CH:5]=[CH:6][C:7]2[S:11][C:10]([C:12]3[CH:17]=[CH:16][C:15]([CH3:18])=[CH:14][CH:13]=3)=[N:9][C:8]=2[CH:19]=1)([O-])=O.[Cl-].[NH4+]. Product: [C:15]1([CH3:18])[CH:14]=[CH:13][C:12]([C:10]2[S:11][C:7]3[CH:6]=[CH:5][C:4]([NH2:1])=[CH:19][C:8]=3[N:9]=2)=[CH:17][CH:16]=1. The catalyst class is: 190.